This data is from Forward reaction prediction with 1.9M reactions from USPTO patents (1976-2016). The task is: Predict the product of the given reaction. Given the reactants [CH:1]1([O:5][CH2:6][C:7]2[CH:29]=[CH:28][C:10]([C:11]([NH:13][C:14]3[CH:19]=[CH:18][C:17]([N:20]4[CH2:24][CH2:23][CH:22]5[CH2:25][NH:26][CH2:27][CH:21]45)=[CH:16][CH:15]=3)=[O:12])=[CH:9][CH:8]=2)[CH2:4][CH2:3][CH2:2]1.[CH3:30][N:31]([CH3:36])[CH2:32][C:33](O)=[O:34], predict the reaction product. The product is: [CH:1]1([O:5][CH2:6][C:7]2[CH:8]=[CH:9][C:10]([C:11]([NH:13][C:14]3[CH:19]=[CH:18][C:17]([N:20]4[CH2:24][CH2:23][CH:22]5[CH2:25][N:26]([C:33](=[O:34])[CH2:32][N:31]([CH3:36])[CH3:30])[CH2:27][CH:21]45)=[CH:16][CH:15]=3)=[O:12])=[CH:28][CH:29]=2)[CH2:4][CH2:3][CH2:2]1.